From a dataset of Forward reaction prediction with 1.9M reactions from USPTO patents (1976-2016). Predict the product of the given reaction. (1) Given the reactants C(OC(C1N=C(C2C=CC(Cl)=CC=2Cl)N(C2C=CC([Cl:19])=CC=2)C=1C=O)=O)C.[C:28]([O:32][C:33]([N:35]([CH2:39][C:40]1[N:44]([C:45]2[CH:50]=[CH:49][C:48]([Cl:51])=[CH:47][CH:46]=2)[C:43]([C:52]2[CH:57]=[CH:56][CH:55]=[CH:54][C:53]=2[Cl:58])=[N:42][C:41]=1[C:59]([OH:61])=[O:60])[CH:36]([CH3:38])[CH3:37])=[O:34])([CH3:31])([CH3:30])[CH3:29].C(OC(C1N=C(C2C=CC=CC=2Cl)N(C2C=CC(Cl)=CC=2)C=1C=O)=O)C.C(OC(C1N=C(C2C=CC(Cl)=CC=2)N(C2C=CC=CC=2Cl)C=1C=COC)=O)C, predict the reaction product. The product is: [C:28]([O:32][C:33]([N:35]([CH2:39][C:40]1[N:44]([C:45]2[CH:46]=[CH:47][C:48]([Cl:51])=[CH:49][CH:50]=2)[C:43]([C:52]2[CH:57]=[CH:56][C:55]([Cl:19])=[CH:54][C:53]=2[Cl:58])=[N:42][C:41]=1[C:59]([OH:61])=[O:60])[CH:36]([CH3:38])[CH3:37])=[O:34])([CH3:30])([CH3:31])[CH3:29]. (2) Given the reactants [NH2:1][C:2]1[N:7]=[CH:6][C:5]([C:8]([OH:10])=O)=[CH:4][C:3]=1[O:11][CH2:12][CH:13]1[C:17]([F:19])([F:18])[CH2:16][N:15]([C:20](=[O:33])[CH2:21][C:22]2[CH:27]=[CH:26][C:25]([O:28][C:29]([F:32])([F:31])[F:30])=[CH:24][CH:23]=2)[CH2:14]1.[Cl-].[NH4+:35], predict the reaction product. The product is: [NH2:1][C:2]1[N:7]=[CH:6][C:5]([C:8]([NH2:35])=[O:10])=[CH:4][C:3]=1[O:11][CH2:12][CH:13]1[C:17]([F:18])([F:19])[CH2:16][N:15]([C:20](=[O:33])[CH2:21][C:22]2[CH:23]=[CH:24][C:25]([O:28][C:29]([F:31])([F:30])[F:32])=[CH:26][CH:27]=2)[CH2:14]1. (3) The product is: [Br:1][C:2]1[CH:9]=[CH:8][C:5]([CH2:6][N:11]2[CH2:16][CH2:15][O:14][CH2:13][CH2:12]2)=[CH:4][C:3]=1[F:10]. Given the reactants [Br:1][C:2]1[CH:9]=[CH:8][C:5]([CH:6]=O)=[CH:4][C:3]=1[F:10].[NH:11]1[CH2:16][CH2:15][O:14][CH2:13][CH2:12]1.C(O[BH-](OC(=O)C)OC(=O)C)(=O)C.[Na+].C([O-])(O)=O.[Na+].[OH-].[K+], predict the reaction product. (4) The product is: [Cl:1][CH2:2][C:3]1[CH:4]=[C:5]([CH:9]=[CH:10][CH:11]=1)[C:6]([NH2:12])=[O:7]. Given the reactants [Cl:1][CH2:2][C:3]1[CH:4]=[C:5]([CH:9]=[CH:10][CH:11]=1)[C:6](Cl)=[O:7].[NH3:12], predict the reaction product.